This data is from CYP2C19 inhibition data for predicting drug metabolism from PubChem BioAssay. The task is: Regression/Classification. Given a drug SMILES string, predict its absorption, distribution, metabolism, or excretion properties. Task type varies by dataset: regression for continuous measurements (e.g., permeability, clearance, half-life) or binary classification for categorical outcomes (e.g., BBB penetration, CYP inhibition). Dataset: cyp2c19_veith. (1) The drug is COc1cccc(C2C3=C(CC(C)(C)CC3=O)OC(N)=C2[N+](=O)[O-])c1. The result is 1 (inhibitor). (2) The molecule is O=C(O)CC(CC(=O)O)C(=O)O. The result is 0 (non-inhibitor). (3) The molecule is O=C1Nc2ccccc2C1=Nc1cccc2ncccc12. The result is 0 (non-inhibitor). (4) The compound is CCCCn1c(O)c(C(CC)=Nc2ccc(OC)cc2OC)c(=O)[nH]c1=O. The result is 1 (inhibitor). (5) The molecule is CC(=O)O[C@]12CC[N@+]3(C)CCCC[C@@H]3[C-]1Nc1ccccc12. The result is 0 (non-inhibitor).